Dataset: Full USPTO retrosynthesis dataset with 1.9M reactions from patents (1976-2016). Task: Predict the reactants needed to synthesize the given product. (1) Given the product [NH2:17][C:2]1[C:3]2[N:4]([C:8]([C@@H:12]3[CH2:15][C@H:14]([OH:16])[CH2:13]3)=[N:9][C:10]=2[I:11])[CH:5]=[CH:6][N:7]=1, predict the reactants needed to synthesize it. The reactants are: Cl[C:2]1[C:3]2[N:4]([C:8]([CH:12]3[CH2:15][CH:14]([OH:16])[CH2:13]3)=[N:9][C:10]=2[I:11])[CH:5]=[CH:6][N:7]=1.[NH3:17]. (2) Given the product [F:14][C:12]1[CH:11]=[CH:10][CH:9]=[C:8]2[C:13]=1[C:5]([C:3]([OH:4])=[O:17])=[CH:6][NH:7]2, predict the reactants needed to synthesize it. The reactants are: FC(F)(F)[C:3]([C:5]1[C:13]2[C:8](=[CH:9][CH:10]=[CH:11][C:12]=2[F:14])[NH:7][CH:6]=1)=[O:4].[OH-:17].[Na+]. (3) Given the product [CH:19]1([C:22]([CH:26]2[CH2:28][CH2:27]2)([OH:25])[C:23]#[C:24][C:2]2[CH:11]=[CH:10][C:5]([C:6]([O:8][CH3:9])=[O:7])=[CH:4][C:3]=2[O:12][CH2:13][CH2:14][C:15]([F:18])([F:17])[F:16])[CH2:21][CH2:20]1, predict the reactants needed to synthesize it. The reactants are: Br[C:2]1[CH:11]=[CH:10][C:5]([C:6]([O:8][CH3:9])=[O:7])=[CH:4][C:3]=1[O:12][CH2:13][CH2:14][C:15]([F:18])([F:17])[F:16].[CH:19]1([C:22]([CH:26]2[CH2:28][CH2:27]2)([OH:25])[C:23]#[CH:24])[CH2:21][CH2:20]1.C(N(CC)CC)C.O. (4) The reactants are: [CH2:1]([C@@H:8]1[CH2:12][O:11][C:10](=[O:13])[N:9]1[C:14](=[O:19])[CH2:15][CH2:16][CH:17]=[CH2:18])[C:2]1[CH:7]=[CH:6][CH:5]=[CH:4][CH:3]=1.[Li+].C[Si]([N-][Si](C)(C)C)(C)C.[CH3:30][C:31]1[CH:32]=[C:33]([CH:36]=[C:37]([CH3:40])[C:38]=1[F:39])[CH2:34]Br. Given the product [CH2:1]([C@@H:8]1[CH2:12][O:11][C:10](=[O:13])[N:9]1[C:14](=[O:19])[C@H:15]([CH2:34][C:33]1[CH:36]=[C:37]([CH3:40])[C:38]([F:39])=[C:31]([CH3:30])[CH:32]=1)[CH2:16][CH:17]=[CH2:18])[C:2]1[CH:3]=[CH:4][CH:5]=[CH:6][CH:7]=1, predict the reactants needed to synthesize it. (5) Given the product [CH3:45][O:46][C:47]([C:48]1[C:49]([CH3:57])=[CH:50][C:51]2[N:56]=[C:12]([C:8]3([NH:7][C:5]([O:4][C:2]([CH3:15])([CH3:3])[CH3:1])=[O:6])[CH2:11][CH2:10][CH2:9]3)[N:54]([CH3:55])[C:52]=2[CH:53]=1)=[O:58], predict the reactants needed to synthesize it. The reactants are: [CH3:1][C:2]([CH3:15])([O:4][C:5]([NH:7][C:8]1([C:12](O)=O)[CH2:11][CH2:10][CH2:9]1)=[O:6])[CH3:3].CN(C(ON1N=NC2C=CC=CC1=2)=[N+](C)C)C.[B-](F)(F)(F)F.CCN(CC)CC.[CH3:45][O:46][C:47](=[O:58])[C:48]1[CH:53]=[C:52]([NH:54][CH3:55])[C:51]([NH2:56])=[CH:50][C:49]=1[CH3:57]. (6) Given the product [Br:1][C:2]1[CH:3]=[CH:4][C:5]([NH:8][C:16](=[O:17])[O:18][C:19]([CH3:22])([CH3:21])[CH3:20])=[N:6][CH:7]=1, predict the reactants needed to synthesize it. The reactants are: [Br:1][C:2]1[CH:3]=[CH:4][C:5]([NH2:8])=[N:6][CH:7]=1.C(N(CC)CC)C.[C:16](O[C:16]([O:18][C:19]([CH3:22])([CH3:21])[CH3:20])=[O:17])([O:18][C:19]([CH3:22])([CH3:21])[CH3:20])=[O:17].